This data is from Forward reaction prediction with 1.9M reactions from USPTO patents (1976-2016). The task is: Predict the product of the given reaction. Given the reactants [CH3:1][C:2]1([CH3:29])[CH2:11][CH2:10][CH2:9][C:8]2[N:7]=[C:6]([C:12]3[CH:17]=[CH:16][CH:15]=[CH:14][C:13]=3[O:18]C)[N:5]([CH2:20][CH2:21][C:22]3[CH:27]=[CH:26][CH:25]=[CH:24][CH:23]=3)[C:4](=[O:28])[C:3]1=2.B(Br)(Br)Br.CO, predict the reaction product. The product is: [OH:18][C:13]1[CH:14]=[CH:15][CH:16]=[CH:17][C:12]=1[C:6]1[N:5]([CH2:20][CH2:21][C:22]2[CH:27]=[CH:26][CH:25]=[CH:24][CH:23]=2)[C:4](=[O:28])[C:3]2[C:2]([CH3:29])([CH3:1])[CH2:11][CH2:10][CH2:9][C:8]=2[N:7]=1.